Dataset: Full USPTO retrosynthesis dataset with 1.9M reactions from patents (1976-2016). Task: Predict the reactants needed to synthesize the given product. (1) Given the product [NH2:1][C:2]1[CH:9]=[CH:8][C:7]([Cl:10])=[CH:6][C:3]=1[C:4]([C:16]1[CH:15]=[CH:14][CH:13]=[C:12]([Cl:11])[CH:17]=1)=[O:22], predict the reactants needed to synthesize it. The reactants are: [NH2:1][C:2]1[CH:9]=[CH:8][C:7]([Cl:10])=[CH:6][C:3]=1[C:4]#N.[Cl:11][C:12]1[CH:13]=[C:14]([Mg]Br)[CH:15]=[CH:16][CH:17]=1.C([O:22]CC)C. (2) Given the product [Cl:34][CH2:33][C@H:35]([OH:37])[CH2:36][C:25]1[CH:26]=[CH:27][C:28]([O:30][CH3:31])=[CH:29][C:24]=1[O:23][CH3:22], predict the reactants needed to synthesize it. The reactants are: C(OC(N1CCO[C@H](CC2C=CC=C(Br)C=2)C1)=O)(C)(C)C.[CH3:22][O:23][C:24]1[CH:29]=[C:28]([O:30][CH3:31])[CH:27]=[CH:26][C:25]=1Br.[CH2:33]([C@@H:35]1[O:37][CH2:36]1)[Cl:34]. (3) Given the product [CH3:29][CH:28]([C:30]1[CH:38]=[CH:37][CH:36]=[C:35]([CH3:39])[C:31]=1[C:32]([NH:5][C@H:4]([C:3]([OH:2])=[O:26])[CH2:6][C:7]1[CH:12]=[CH:11][C:10]([C:13]2[C:14](=[O:25])[N:15]([CH3:24])[C:16]([CH3:23])=[CH:17][C:18]=2[C:19]([F:22])([F:20])[F:21])=[CH:9][CH:8]=1)=[O:33])[CH3:27], predict the reactants needed to synthesize it. The reactants are: C[O:2][C:3](=[O:26])[C@H:4]([CH2:6][C:7]1[CH:12]=[CH:11][C:10]([C:13]2[C:14](=[O:25])[N:15]([CH3:24])[C:16]([CH3:23])=[CH:17][C:18]=2[C:19]([F:22])([F:21])[F:20])=[CH:9][CH:8]=1)[NH2:5].[CH3:27][CH:28]([C:30]1[CH:38]=[CH:37][CH:36]=[C:35]([CH3:39])[C:31]=1[C:32](Cl)=[O:33])[CH3:29]. (4) Given the product [CH3:15][O:16][C:17](=[O:29])[CH2:18][C@H:19]1[C:23]2[CH:24]=[CH:25][C:26]([O:14][C@H:10]3[C:11]4[C:7](=[CH:6][C:5]([C:1]([CH3:4])([CH3:2])[CH3:3])=[CH:13][CH:12]=4)[CH2:8][CH2:9]3)=[CH:27][C:22]=2[O:21][CH2:20]1, predict the reactants needed to synthesize it. The reactants are: [C:1]([C:5]1[CH:6]=[C:7]2[C:11](=[CH:12][CH:13]=1)[C@@H:10]([OH:14])[CH2:9][CH2:8]2)([CH3:4])([CH3:3])[CH3:2].[CH3:15][O:16][C:17](=[O:29])[CH2:18][C@H:19]1[C:23]2[CH:24]=[CH:25][C:26](O)=[CH:27][C:22]=2[O:21][CH2:20]1. (5) Given the product [Cl:1][C:2]1[CH:18]=[CH:17][C:5]([CH2:6][O:7][C:8]2[C:9]([O:16][CH3:19])=[CH:10][C:11]([CH2:14][OH:15])=[N:12][CH:13]=2)=[CH:4][CH:3]=1, predict the reactants needed to synthesize it. The reactants are: [Cl:1][C:2]1[CH:18]=[CH:17][C:5]([CH2:6][O:7][C:8]2[C:9](=[O:16])[CH:10]=[C:11]([CH2:14][OH:15])[NH:12][CH:13]=2)=[CH:4][CH:3]=1.[CH3:19][Si](C=[N+]=[N-])(C)C. (6) Given the product [Cl:12][C:13]1[CH:18]=[C:17]([CH2:19][N:6]2[C:2]([CH3:1])=[N:3][C:4]([C:7]([O:9][CH2:10][CH3:11])=[O:8])=[N:5]2)[CH:16]=[CH:15][N:14]=1, predict the reactants needed to synthesize it. The reactants are: [CH3:1][C:2]1[NH:6][N:5]=[C:4]([C:7]([O:9][CH2:10][CH3:11])=[O:8])[N:3]=1.[Cl:12][C:13]1[CH:18]=[C:17]([CH2:19]Cl)[CH:16]=[CH:15][N:14]=1.C([O-])([O-])=O.[K+].[K+]. (7) The reactants are: BrC1C=CC2OC3C(=O)NC(C4CCN(C(OC(C)(C)C)=O)CC4)=NC=3C=2C=1.[Br:29][C:30]1[CH:31]=[CH:32][C:33]2[O:37][C:36]([C:38](=[O:40])[NH2:39])=[C:35]([NH:41][C:42]([C@H:44]3[CH2:48][C@H:47]([F:49])[CH2:46][N:45]3[C:50]([O:52][C:53]([CH3:56])([CH3:55])[CH3:54])=[O:51])=O)[C:34]=2[CH:57]=1.BrC1C=CC2OC(C(=O)N)=C(NC(C3CCN(C(OC(C)(C)C)=O)CC3)=O)C=2C=1. Given the product [Br:29][C:30]1[CH:31]=[CH:32][C:33]2[O:37][C:36]3[C:38](=[O:40])[NH:39][C:42]([C@H:44]4[CH2:48][C@H:47]([F:49])[CH2:46][N:45]4[C:50]([O:52][C:53]([CH3:56])([CH3:55])[CH3:54])=[O:51])=[N:41][C:35]=3[C:34]=2[CH:57]=1, predict the reactants needed to synthesize it. (8) Given the product [Cl:22][C:19]1[CH:20]=[CH:21][C:16]([NH:15][C:4]2[CH:3]=[C:2]([N:23]3[CH2:28][CH2:27][O:26][CH2:25][CH2:24]3)[N:7]=[C:6]([N:8]3[C:12]([CH3:13])=[CH:11][C:10]([CH3:14])=[N:9]3)[N:5]=2)=[CH:17][CH:18]=1, predict the reactants needed to synthesize it. The reactants are: Cl[C:2]1[N:7]=[C:6]([N:8]2[C:12]([CH3:13])=[CH:11][C:10]([CH3:14])=[N:9]2)[N:5]=[C:4]([NH:15][C:16]2[CH:21]=[CH:20][C:19]([Cl:22])=[CH:18][CH:17]=2)[CH:3]=1.[NH:23]1[CH2:28][CH2:27][O:26][CH2:25][CH2:24]1.Cl. (9) Given the product [O:1]1[C:5]2[CH:6]=[CH:7][C:8]([C:10]3[CH:15]=[CH:14][C:13]([C:16]4[N:21]=[C:20]([O:22][CH2:23][CH2:24][CH2:25][CH2:26][C:27]([CH3:52])([CH3:51])[C:28]([NH:30][CH:31]([CH2:39][C:40]5[CH:41]=[CH:42][C:43]([OH:46])=[CH:44][CH:45]=5)[C:32]([OH:34])=[O:33])=[O:29])[CH:19]=[CH:18][CH:17]=4)=[CH:12][CH:11]=3)=[CH:9][C:4]=2[O:3][CH2:2]1, predict the reactants needed to synthesize it. The reactants are: [O:1]1[C:5]2[CH:6]=[CH:7][C:8]([C:10]3[CH:15]=[CH:14][C:13]([C:16]4[N:21]=[C:20]([O:22][CH2:23][CH2:24][CH2:25][CH2:26][C:27]([CH3:52])([CH3:51])[C:28]([NH:30][CH:31]([CH2:39][C:40]5[CH:45]=[CH:44][C:43]([O:46]C(C)(C)C)=[CH:42][CH:41]=5)[C:32]([O:34]C(C)(C)C)=[O:33])=[O:29])[CH:19]=[CH:18][CH:17]=4)=[CH:12][CH:11]=3)=[CH:9][C:4]=2[O:3][CH2:2]1.FC(F)(F)C(O)=O.